Predict the product of the given reaction. From a dataset of Forward reaction prediction with 1.9M reactions from USPTO patents (1976-2016). (1) The product is: [F:32][C:29]([F:31])([F:30])[C:27]1[CH:26]=[C:5]([CH:4]=[C:3]([C:2]([F:1])([F:33])[F:34])[CH:28]=1)[C:6]([N:8]1[CH2:9][CH2:10][C:11]2([N:15]([C:16]3[CH:21]=[CH:20][CH:19]=[CH:18][C:17]=3[Cl:22])[CH2:14][N:13]([CH2:40][CH2:39][CH2:38][N:37]([CH3:42])[CH3:36])[C:12]2=[O:23])[CH2:24][CH2:25]1)=[O:7]. Given the reactants [F:1][C:2]([F:34])([F:33])[C:3]1[CH:4]=[C:5]([CH:26]=[C:27]([C:29]([F:32])([F:31])[F:30])[CH:28]=1)[C:6]([N:8]1[CH2:25][CH2:24][C:11]2([N:15]([C:16]3[CH:21]=[CH:20][CH:19]=[CH:18][C:17]=3[Cl:22])[CH2:14][NH:13][C:12]2=[O:23])[CH2:10][CH2:9]1)=[O:7].Cl.[CH3:36][N:37]([CH3:42])[CH2:38][CH2:39][CH2:40]Cl, predict the reaction product. (2) Given the reactants [CH3:1][O:2][C:3]1[CH:18]=[CH:17][CH:16]=[CH:15][C:4]=1[NH:5][C:6]1[CH:11]=[CH:10][CH:9]=[CH:8][C:7]=1[N+:12]([O-])=O, predict the reaction product. The product is: [CH3:1][O:2][C:3]1[CH:18]=[CH:17][CH:16]=[CH:15][C:4]=1[NH:5][C:6]1[C:7]([NH2:12])=[CH:8][CH:9]=[CH:10][CH:11]=1. (3) Given the reactants [NH2:1][C:2]1[S:3][C:4]([C:7]([O:9][CH2:10][CH3:11])=[O:8])=[CH:5][N:6]=1.Cl[C:13]1[N:18]=[C:17]([CH3:19])[N:16]=[C:15]([N:20]2[CH2:25][CH2:24][N:23]([CH2:26][CH2:27][OH:28])[CH2:22][CH2:21]2)[CH:14]=1, predict the reaction product. The product is: [OH:28][CH2:27][CH2:26][N:23]1[CH2:22][CH2:21][N:20]([C:15]2[N:16]=[C:17]([CH3:19])[N:18]=[C:13]([NH:1][C:2]3[S:3][C:4]([C:7]([O:9][CH2:10][CH3:11])=[O:8])=[CH:5][N:6]=3)[CH:14]=2)[CH2:25][CH2:24]1. (4) Given the reactants [CH3:1][C:2]1[C:7]([N+:8]([O-])=O)=[CH:6][CH:5]=[CH:4][C:3]=1[NH:11][C:12]([N:14]=[S:15]([CH3:18])([CH3:17])=[O:16])=[O:13].NC1C=CC(NC(N=S(C)(C)=O)=O)=CC=1, predict the reaction product. The product is: [NH2:8][C:7]1[C:2]([CH3:1])=[C:3]([NH:11][C:12]([N:14]=[S:15]([CH3:18])([CH3:17])=[O:16])=[O:13])[CH:4]=[CH:5][CH:6]=1. (5) Given the reactants [C:1](Cl)(Cl)=[O:2].C1(C)C=CC=CC=1.[NH2:12][C:13]1[CH:29]=[C:28]([F:30])[C:27]([F:31])=[CH:26][C:14]=1[C:15]([NH:17][O:18][CH2:19][C:20]1[CH:25]=[CH:24][CH:23]=[CH:22][CH:21]=1)=[O:16].O, predict the reaction product. The product is: [CH2:19]([O:18][N:17]1[C:15](=[O:16])[C:14]2[C:13](=[CH:29][C:28]([F:30])=[C:27]([F:31])[CH:26]=2)[NH:12][C:1]1=[O:2])[C:20]1[CH:21]=[CH:22][CH:23]=[CH:24][CH:25]=1. (6) The product is: [CH:19]1([CH2:22][NH:23][CH2:2][C:3]2([OH:1])[CH2:8][CH2:7][N:6]([C:9]([O:11][CH2:12][C:13]3[CH:18]=[CH:17][CH:16]=[CH:15][CH:14]=3)=[O:10])[CH2:5][CH2:4]2)[CH2:21][CH2:20]1. Given the reactants [O:1]1[C:3]2([CH2:8][CH2:7][N:6]([C:9]([O:11][CH2:12][C:13]3[CH:18]=[CH:17][CH:16]=[CH:15][CH:14]=3)=[O:10])[CH2:5][CH2:4]2)[CH2:2]1.[CH:19]1([CH2:22][NH2:23])[CH2:21][CH2:20]1.Cl([O-])(=O)(=O)=O.[Li+], predict the reaction product. (7) Given the reactants [CH2:1]([C:3]1[CH:12]=[C:11]([O:13]C)[C:10]2[C:9](=[O:15])[NH:8][C@H:7]3[CH2:16][N:17]([C:19]([O:21][C:22]([CH3:25])([CH3:24])[CH3:23])=[O:20])[CH2:18][C@@H:6]3[C:5]=2[CH:4]=1)[CH3:2].C(C1C=C(OC)C2C(=O)N[C@@H]3CN(C(OC(C)(C)C)=O)C[C@H]3C=2C=1)C.B(Br)(Br)Br.[OH-].[Na+].C(OC(OC(C)(C)C)=O)(OC(C)(C)C)=O, predict the reaction product. The product is: [CH2:1]([C:3]1[CH:12]=[C:11]([OH:13])[C:10]2[C:9](=[O:15])[NH:8][C@H:7]3[CH2:16][N:17]([C:19]([O:21][C:22]([CH3:23])([CH3:25])[CH3:24])=[O:20])[CH2:18][C@@H:6]3[C:5]=2[CH:4]=1)[CH3:2].